From a dataset of Reaction yield outcomes from USPTO patents with 853,638 reactions. Predict the reaction yield, written as a fraction of the theoretical maximum amount of product (1.0 means a 100% yield; for example, 0.34 means a 34% yield). (1) The yield is 0.840. The product is [CH2:1]([NH:6][CH2:7][C:8]([OH:10])=[O:9])[CH:2]=[CH:3][CH3:4]. The catalyst is Cl[Ru](=C1N(C2C(C)=CC(C)=CC=2C)CCN1C1C(C)=CC(C)=CC=1C)(Cl)(=CC1C=CC=CC=1)[P](C1CCCCC1)(C1CCCCC1)C1CCCCC1.C(Cl)Cl. The reactants are [CH2:1]([NH:6][CH2:7][C:8]([OH:10])=[O:9])[CH:2]=[C:3](C)[CH3:4].C/C=C\C. (2) The reactants are [CH3:1][C:2]1[CH:7]=[CH:6][N:5]=[CH:4][C:3]=1[N:8]1[CH2:12][CH2:11][NH:10][C:9]1=[O:13].Br[C:15]1[CH:16]=[C:17]2[C:22](=[CH:23][CH:24]=1)[N:21]([CH2:25][CH3:26])[C:20](=[O:27])[CH:19]=[C:18]2[CH3:28].N[C@@H]1CCCC[C@H]1N.C(=O)([O-])[O-].[K+].[K+]. The catalyst is [Cu](I)I.O1CCOCC1. The product is [CH2:25]([N:21]1[C:22]2[C:17](=[CH:16][C:15]([N:10]3[CH2:11][CH2:12][N:8]([C:3]4[CH:4]=[N:5][CH:6]=[CH:7][C:2]=4[CH3:1])[C:9]3=[O:13])=[CH:24][CH:23]=2)[C:18]([CH3:28])=[CH:19][C:20]1=[O:27])[CH3:26]. The yield is 0.281. (3) The reactants are [F:1][C:2]1[CH:7]=[CH:6][CH:5]=[CH:4][C:3]=1[N:8]([CH2:31][CH2:32][C:33]([O:35][CH2:36][CH3:37])=[O:34])[C:9]([C:11]1[CH:30]=[CH:29][C:14]2[N:15]([CH3:28])[C:16]([CH2:18][NH:19][C:20]3[CH:25]=[CH:24][C:23]([C:26]#[N:27])=[CH:22][CH:21]=3)=[N:17][C:13]=2[CH:12]=1)=[O:10].[ClH:38].C(O)C.C(=O)([O-])[O-].[NH4+:46].[NH4+]. The catalyst is ClCCl.C(O)C. The product is [ClH:38].[F:1][C:2]1[CH:7]=[CH:6][CH:5]=[CH:4][C:3]=1[N:8]([CH2:31][CH2:32][C:33]([O:35][CH2:36][CH3:37])=[O:34])[C:9]([C:11]1[CH:30]=[CH:29][C:14]2[N:15]([CH3:28])[C:16]([CH2:18][NH:19][C:20]3[CH:25]=[CH:24][C:23]([C:26](=[NH:46])[NH2:27])=[CH:22][CH:21]=3)=[N:17][C:13]=2[CH:12]=1)=[O:10]. The yield is 0.880. (4) The reactants are C([Li])CCC.CCCCCC.[C:12]1([C:31]2[CH:36]=[CH:35][CH:34]=[CH:33][CH:32]=2)[CH:17]=[CH:16][CH:15]=[CH:14][C:13]=1[NH:18][C:19]1[C:20]([C:25]2[CH:30]=[CH:29][CH:28]=[CH:27][CH:26]=2)=[CH:21][CH:22]=[CH:23][CH:24]=1.CCCCCCC.[B:44](Cl)(Cl)Cl.[Cl-].[Cl-].[Cl-].[Al+3]. The catalyst is C1(C)C=CC=CC=1.ClC1C=CC=CC=1Cl. The product is [CH:17]1[C:12]2[C:31]3[C:20](=[C:21]4[N:18]([C:13]=2[CH:14]=[CH:15][CH:16]=1)[CH:19]=[CH:24][CH:23]=[CH:22]4)[C:25]1[CH:30]=[CH:29][CH:28]=[CH:27][C:26]=1[B:44]1[C:32]=3[CH:33]=[CH:34][CH:35]=[CH:36]1. The yield is 0.450. (5) The catalyst is CN(C)C(=O)C. The product is [CH2:1]([C:3]1[N:4]([C:28]2[CH:33]=[CH:32][C:31]([O:34][C@@H:39]3[CH2:38][CH2:37][CH2:36][CH2:35][C@H:40]3[OH:41])=[CH:30][CH:29]=2)[C:5](=[O:27])[C:6]([CH2:12][C:13]2[CH:18]=[CH:17][C:16]([C:19]3[C:20]([C:25]#[N:26])=[CH:21][CH:22]=[CH:23][CH:24]=3)=[CH:15][CH:14]=2)=[C:7]([CH2:9][CH2:10][CH3:11])[N:8]=1)[CH3:2]. The yield is 0.620. The reactants are [CH2:1]([C:3]1[N:4]([C:28]2[CH:33]=[CH:32][C:31]([OH:34])=[CH:30][CH:29]=2)[C:5](=[O:27])[C:6]([CH2:12][C:13]2[CH:18]=[CH:17][C:16]([C:19]3[C:20]([C:25]#[N:26])=[CH:21][CH:22]=[CH:23][CH:24]=3)=[CH:15][CH:14]=2)=[C:7]([CH2:9][CH2:10][CH3:11])[N:8]=1)[CH3:2].[CH:35]12[O:41][CH:40]1[CH2:39][CH2:38][CH2:37][CH2:36]2.C(=O)([O-])[O-].[Cs+].[Cs+].